From a dataset of Forward reaction prediction with 1.9M reactions from USPTO patents (1976-2016). Predict the product of the given reaction. (1) Given the reactants FC(F)(F)C(O)=O.C([O:12][C:13](=[O:29])[CH2:14][CH:15]([NH:20][C:21](=[O:28])[C:22]1[CH:27]=[CH:26][CH:25]=[CH:24][CH:23]=1)[C:16](=[O:19])[CH2:17][F:18])(C)(C)C, predict the reaction product. The product is: [C:21]([NH:20][CH:15]([C:16](=[O:19])[CH2:17][F:18])[CH2:14][C:13]([OH:29])=[O:12])(=[O:28])[C:22]1[CH:23]=[CH:24][CH:25]=[CH:26][CH:27]=1. (2) Given the reactants [NH2:1][C:2]1[C:6]2[C:7](=[O:20])[N:8]([C:12]3[C:17]([F:18])=[CH:16][CH:15]=[CH:14][C:13]=3[F:19])[CH:9]=[C:10](Br)[C:5]=2[NH:4][N:3]=1.CC1(C)C(C)(C)OB(B2OC(C)(C)C(C)(C)O2)O1.C([O-])(=O)C.[K+].[CH3:44][N:45]1[CH:49]=[CH:48][C:47](I)=[N:46]1.C(=O)([O-])[O-].[Na+].[Na+], predict the reaction product. The product is: [NH2:1][C:2]1[C:6]2[C:7](=[O:20])[N:8]([C:12]3[C:17]([F:18])=[CH:16][CH:15]=[CH:14][C:13]=3[F:19])[CH:9]=[C:10]([C:47]3[CH:48]=[CH:49][N:45]([CH3:44])[N:46]=3)[C:5]=2[NH:4][N:3]=1. (3) Given the reactants Br[C:2]1[CH:11]=[CH:10][C:5]([C:6]([O:8][CH3:9])=[O:7])=[CH:4][C:3]=1[CH3:12].COC1C=C(OC)C=CC=1C1C=CC(C(O)=O)=CC=1C.[CH3:33][O:34][C:35]1[CH:40]=[CH:39][C:38]([O:41][CH3:42])=[CH:37][C:36]=1B(O)O.C(=O)([O-])[O-].[K+].[K+], predict the reaction product. The product is: [CH3:33][O:34][C:35]1[CH:40]=[CH:39][C:38]([O:41][CH3:42])=[CH:37][C:36]=1[C:2]1[CH:11]=[CH:10][C:5]([C:6]([O:8][CH3:9])=[O:7])=[CH:4][C:3]=1[CH3:12]. (4) Given the reactants C([O-])(=O)C.[K+].Br[C:7]1[CH:12]=[CH:11][C:10]([OH:13])=[CH:9][C:8]=1[CH3:14].[CH3:15][C:16]1([CH3:32])[C:20]([CH3:22])([CH3:21])[O:19][B:18]([B:18]2[O:19][C:20]([CH3:22])([CH3:21])[C:16]([CH3:32])([CH3:15])[O:17]2)[O:17]1, predict the reaction product. The product is: [CH3:14][C:8]1[CH:9]=[C:10]([OH:13])[CH:11]=[CH:12][C:7]=1[B:18]1[O:19][C:20]([CH3:22])([CH3:21])[C:16]([CH3:32])([CH3:15])[O:17]1. (5) Given the reactants [CH3:1][O:2][C:3]1[C:9]([CH2:10][CH2:11][N:12]2[CH2:17][CH2:16][N:15]([C:18]3[CH:27]=[CH:26][CH:25]=[C:24]4[C:19]=3[CH:20]=[CH:21][C:22]([CH3:28])=[N:23]4)[CH2:14][CH2:13]2)=[CH:8][CH:7]=[CH:6][C:4]=1[NH2:5].[Cl:29][CH2:30][CH2:31][N:32]=[C:33]=[O:34], predict the reaction product. The product is: [ClH:29].[ClH:29].[CH3:1][O:2][C:3]1[C:9]([CH2:10][CH2:11][N:12]2[CH2:13][CH2:14][N:15]([C:18]3[CH:27]=[CH:26][CH:25]=[C:24]4[C:19]=3[CH:20]=[CH:21][C:22]([CH3:28])=[N:23]4)[CH2:16][CH2:17]2)=[CH:8][CH:7]=[CH:6][C:4]=1[N:5]1[CH2:30][CH2:31][NH:32][C:33]1=[O:34].